Dataset: Full USPTO retrosynthesis dataset with 1.9M reactions from patents (1976-2016). Task: Predict the reactants needed to synthesize the given product. (1) The reactants are: [CH3:1][O:2][C:3]1[CH:8]=[CH:7][CH:6]=[CH:5][C:4]=1[C:9]1[C:17]2[C:12](=[N:13][CH:14]=[C:15]([C:18]3[CH:19]=[C:20]([C:24]4([CH3:31])[NH:28][C:27](=[O:29])[NH:26][C:25]4=[O:30])[CH:21]=[CH:22][CH:23]=3)[CH:16]=2)[N:11](S(C2C=CC(C)=CC=2)(=O)=O)[CH:10]=1.[OH-].[K+]. Given the product [CH3:1][O:2][C:3]1[CH:8]=[CH:7][CH:6]=[CH:5][C:4]=1[C:9]1[C:17]2[C:12](=[N:13][CH:14]=[C:15]([C:18]3[CH:19]=[C:20]([C:24]4([CH3:31])[NH:28][C:27](=[O:29])[NH:26][C:25]4=[O:30])[CH:21]=[CH:22][CH:23]=3)[CH:16]=2)[NH:11][CH:10]=1, predict the reactants needed to synthesize it. (2) The reactants are: [OH:1][C:2]1[C:11]([C:12]2[S:13][CH:14]=[CH:15][CH:16]=2)=[CH:10][C:9]2[N:8]=[C:7]([C:17]3[CH:22]=[CH:21][CH:20]=[CH:19][CH:18]=3)[CH:6]=[N:5][C:4]=2[C:3]=1[C:23]([OH:25])=O.Cl.C([NH:29][CH2:30][C:31]([OH:33])=[O:32])C.[CH2:34](N(CC)CC)[CH3:35].C1CN([P+](ON2N=NC3C=CC=CC2=3)(N2CCCC2)N2CCCC2)CC1.F[P-](F)(F)(F)(F)F. Given the product [OH:1][C:2]1[C:3]([C:23]([NH:29][CH2:30][C:31]([O:33][CH2:34][CH3:35])=[O:32])=[O:25])=[C:4]2[C:9](=[CH:10][C:11]=1[C:12]1[S:13][CH:14]=[CH:15][CH:16]=1)[N:8]=[C:7]([C:17]1[CH:22]=[CH:21][CH:20]=[CH:19][CH:18]=1)[CH:6]=[N:5]2, predict the reactants needed to synthesize it. (3) Given the product [CH3:17][C:16]1[C:15]([C:14]([O:19][CH3:20])=[O:18])=[CH:10][NH:11][CH:12]=1, predict the reactants needed to synthesize it. The reactants are: C1(C)C=CC(S([CH2:10][N+:11]#[C-:12])(=O)=O)=CC=1.[C:14]([O:19][CH3:20])(=[O:18])/[CH:15]=[CH:16]/[CH3:17].CC(C)([O-])C.[K+]. (4) Given the product [CH3:9][NH:8][C:7]1[C:2]([NH2:1])=[N:3][CH:4]=[C:5]([C:13]([F:14])([F:15])[F:16])[CH:6]=1, predict the reactants needed to synthesize it. The reactants are: [NH2:1][C:2]1[C:7]([NH:8][C:9](=O)OC)=[CH:6][C:5]([C:13]([F:16])([F:15])[F:14])=[CH:4][N:3]=1.[H-].[Al+3].[Li+].[H-].[H-].[H-].[OH-].[Na+].